Dataset: Catalyst prediction with 721,799 reactions and 888 catalyst types from USPTO. Task: Predict which catalyst facilitates the given reaction. (1) Reactant: [F:1][C:2]1[CH:3]=[C:4]([CH2:26][CH2:27][NH:28][C:29](=[O:35])[C:30]([O:32]CC)=[O:31])[CH:5]=[CH:6][C:7]=1[C:8]1[S:9][C:10]2[C:15]([N:16]=1)=[CH:14][CH:13]=[C:12]([C:17]1([C:20]3[CH:25]=[CH:24][CH:23]=[CH:22][CH:21]=3)[CH2:19][CH2:18]1)[N:11]=2.[OH-].[K+]. Product: [F:1][C:2]1[CH:3]=[C:4]([CH2:26][CH2:27][NH:28][C:29](=[O:35])[C:30]([OH:32])=[O:31])[CH:5]=[CH:6][C:7]=1[C:8]1[S:9][C:10]2[C:15]([N:16]=1)=[CH:14][CH:13]=[C:12]([C:17]1([C:20]3[CH:25]=[CH:24][CH:23]=[CH:22][CH:21]=3)[CH2:19][CH2:18]1)[N:11]=2. The catalyst class is: 8. (2) Reactant: [C:1]([O:5][C:6]([N:8]1[CH2:20][CH:19]([CH3:21])[N:18]2[CH:10]([CH2:11][C:12]3[C:17]2=[N:16][C:15]([CH2:22][OH:23])=[CH:14][CH:13]=3)[CH2:9]1)=[O:7])([CH3:4])([CH3:3])[CH3:2].C(Cl)Cl.[C:27](C1NC=CN=1)(C1NC=CN=1)=[O:28].[NH:39]1[CH2:43][CH2:42][CH2:41][CH2:40]1. Product: [C:22]([O-:23])(=[O:28])[CH3:15].[NH4+:8].[C:1]([O:5][C:6]([N:8]1[CH2:20][C@@H:19]([CH3:21])[N:18]2[C@H:10]([CH2:11][C:12]3[C:17]2=[N:16][C:15]([CH2:22][O:23][C:27]([N:39]2[CH2:43][CH2:42][CH2:41][CH2:40]2)=[O:28])=[CH:14][CH:13]=3)[CH2:9]1)=[O:7])([CH3:2])([CH3:4])[CH3:3]. The catalyst class is: 24. (3) Reactant: [Cl:1][C:2]1[CH:9]=[C:8](F)[CH:7]=[CH:6][C:3]=1[C:4]#[N:5].[NH2:11][C@H:12]([C:16]([OH:18])=[O:17])[CH:13]([CH3:15])[CH3:14].C(=O)([O-])[O-].[Cs+].[Cs+].C(OCC)(=O)C. The catalyst class is: 16. Product: [Cl:1][C:2]1[CH:9]=[C:8]([NH:11][C@H:12]([C:16]([OH:18])=[O:17])[CH:13]([CH3:15])[CH3:14])[CH:7]=[CH:6][C:3]=1[C:4]#[N:5].